From a dataset of Forward reaction prediction with 1.9M reactions from USPTO patents (1976-2016). Predict the product of the given reaction. Given the reactants [CH2:1]([O:3][C:4]([C@@H:6]1[C@@H:10]([C:11]([OH:13])=O)[CH2:9][N:8]([C:14]([O:16][C:17]([CH3:20])([CH3:19])[CH3:18])=[O:15])[CH2:7]1)=[O:5])[CH3:2].C(N(CC)C(C)C)(C)C.C1N(P(Cl)(N2C(=O)OCC2)=O)C(=O)OC1.[NH2:45][C:46]1[CH:51]=[CH:50][C:49]([N:52]2[CH:57]=[CH:56][CH:55]=[CH:54][C:53]2=[O:58])=[CH:48][C:47]=1[F:59], predict the reaction product. The product is: [CH2:1]([O:3][C:4]([C@@H:6]1[C@@H:10]([C:11](=[O:13])[NH:45][C:46]2[CH:51]=[CH:50][C:49]([N:52]3[CH:57]=[CH:56][CH:55]=[CH:54][C:53]3=[O:58])=[CH:48][C:47]=2[F:59])[CH2:9][N:8]([C:14]([O:16][C:17]([CH3:20])([CH3:19])[CH3:18])=[O:15])[CH2:7]1)=[O:5])[CH3:2].